The task is: Predict the product of the given reaction.. This data is from Forward reaction prediction with 1.9M reactions from USPTO patents (1976-2016). (1) Given the reactants Br[C:2]1[CH:3]=[C:4]([C:8]2[N:9]=[C:10]([NH:13][C:14](=[O:16])[CH3:15])[NH:11][CH:12]=2)[CH:5]=[CH:6][CH:7]=1.C(=O)([O-])[O-].[Cs+].[Cs+].[C:23]1(B(O)O)[CH:28]=[CH:27][CH:26]=[CH:25][CH:24]=1, predict the reaction product. The product is: [C:2]1([C:23]2[CH:28]=[CH:27][CH:26]=[CH:25][CH:24]=2)[CH:7]=[CH:6][CH:5]=[C:4]([C:8]2[N:9]=[C:10]([NH:13][C:14](=[O:16])[CH3:15])[NH:11][CH:12]=2)[CH:3]=1. (2) Given the reactants OC[C:3]([CH2:10][O:11][CH3:12])([CH2:6][CH:7]([CH3:9])[CH3:8])CO.[CH3:13][O:14][C:15]([O:18][CH3:19])([CH3:17])[CH3:16].C1(C)C=CC(S(O)(=O)=O)=CC=1.C(=O)([O-])O.[Na+], predict the reaction product. The product is: [CH2:6]([C:3]1([CH2:10][O:11][CH3:12])[CH2:19][O:18][C:15]([CH3:17])([CH3:16])[O:14][CH2:13]1)[CH:7]([CH3:9])[CH3:8]. (3) Given the reactants [CH2:1]([NH:5][C:6](=[O:20])[C@@H:7]([NH:12]C(=O)OC(C)(C)C)[C@@H:8]([O:10][CH3:11])[CH3:9])[CH:2]([CH3:4])[CH3:3].FC(F)(F)C(O)=O, predict the reaction product. The product is: [NH2:12][C@@H:7]([C@@H:8]([O:10][CH3:11])[CH3:9])[C:6]([NH:5][CH2:1][CH:2]([CH3:3])[CH3:4])=[O:20]. (4) Given the reactants CO[C:3](OC)([CH3:5])[CH3:4].[C:8]([O:12][C:13]([NH:15][C@H:16]([CH2:22][OH:23])[CH2:17][C:18]([O:20][CH3:21])=[O:19])=[O:14])([CH3:11])([CH3:10])[CH3:9].C(=O)(O)[O-].[Na+], predict the reaction product. The product is: [CH3:21][O:20][C:18](=[O:19])[CH2:17][C@H:16]1[CH2:22][O:23][C:3]([CH3:5])([CH3:4])[N:15]1[C:13]([O:12][C:8]([CH3:9])([CH3:11])[CH3:10])=[O:14]. (5) Given the reactants [C:1](=[O:13])([O:5][CH2:6][CH2:7][O:8][CH2:9][CH2:10][O:11][CH3:12])[O:2][CH2:3]I.[Na].[F:15][C:16]1[CH:21]=[C:20]([F:22])[CH:19]=[CH:18][C:17]=1[CH2:23][NH:24][C:25]([C:27]1[C:28](=[O:43])[C:29]([OH:42])=[C:30]2[C:35](=[O:36])[N:34]3[C@@H:37]([CH3:40])[CH2:38][O:39][C@@H:33]3[CH2:32][N:31]2[CH:41]=1)=[O:26].C(=O)([O-])[O-], predict the reaction product. The product is: [C:1](=[O:13])([O:5][CH2:6][CH2:7][O:8][CH2:9][CH2:10][O:11][CH3:12])[O:2][CH2:3][O:42][C:29]1[C:28](=[O:43])[C:27]([C:25]([NH:24][CH2:23][C:17]2[CH:18]=[CH:19][C:20]([F:22])=[CH:21][C:16]=2[F:15])=[O:26])=[CH:41][N:31]2[C:30]=1[C:35](=[O:36])[N:34]1[C@@H:37]([CH3:40])[CH2:38][O:39][C@@H:33]1[CH2:32]2. (6) Given the reactants [CH3:1][N:2]1[C:10]2[C:5](=[CH:6][C:7]([CH:13]=[O:14])=[C:8]([CH:11]=[CH2:12])[CH:9]=2)[CH:4]=[CH:3]1.[CH2:15]([Mg]Br)[CH2:16][CH:17]=[CH2:18], predict the reaction product. The product is: [CH3:1][N:2]1[C:10]2[C:5](=[CH:6][C:7]([CH:13]([OH:14])[CH2:18][CH2:17][CH:16]=[CH2:15])=[C:8]([CH:11]=[CH2:12])[CH:9]=2)[CH:4]=[CH:3]1. (7) Given the reactants C(Cl)(=O)C(Cl)=O.[Br:7][C:8]1[CH:16]=[CH:15][C:11]([C:12](O)=[O:13])=[CH:10][C:9]=1[F:17].[CH3:18][N:19](C=O)[CH3:20], predict the reaction product. The product is: [Br:7][C:8]1[CH:16]=[CH:15][C:11]([C:12]([N:19]([CH3:20])[CH3:18])=[O:13])=[CH:10][C:9]=1[F:17]. (8) Given the reactants [F:1][CH:2]([F:18])[S:3]([C:5]1[C:14](=[O:15])[C:13]2[C:8](=[CH:9][C:10]([F:16])=[CH:11][CH:12]=2)[N:7]([CH3:17])[CH:6]=1)=[O:4].C1C=C(Cl)C=C(C(OO)=[O:27])C=1, predict the reaction product. The product is: [F:18][CH:2]([F:1])[S:3]([C:5]1[C:14](=[O:15])[C:13]2[C:8](=[CH:9][C:10]([F:16])=[CH:11][CH:12]=2)[N:7]([CH3:17])[CH:6]=1)(=[O:27])=[O:4]. (9) Given the reactants CN([C:4]([O:8]N1N=NC2C=CC=NC1=2)=[N+](C)C)C.F[P-](F)(F)(F)(F)F.[Cl:25][C:26]1[C:39]([CH2:40][N:41]2[CH2:60][CH2:59][C:44]3([O:49][CH2:48][CH2:47][N:46]([C:50]([C:52]4[N:53]=[C:54]([CH2:57][CH3:58])[S:55][CH:56]=4)=[O:51])[CH2:45]3)[CH2:43][CH2:42]2)=[CH:38][CH:37]=[CH:36][C:27]=1[CH2:28][CH2:29][O:30][CH2:31][CH2:32]C(O)=O.CCN(C(C)C)C(C)C.[CH2:70]([NH:72][CH2:73][CH:74]([O:77][CH3:78])[O:75][CH3:76])[CH3:71], predict the reaction product. The product is: [Cl:25][C:26]1[C:39]([CH2:40][N:41]2[CH2:60][CH2:59][C:44]3([O:49][CH2:48][CH2:47][N:46]([C:50]([C:52]4[N:53]=[C:54]([CH2:57][CH3:58])[S:55][CH:56]=4)=[O:51])[CH2:45]3)[CH2:43][CH2:42]2)=[CH:38][CH:37]=[CH:36][C:27]=1[CH2:28][CH2:29][O:30][CH2:31][CH2:32][C:4]([N:72]([CH2:73][CH:74]([O:77][CH3:78])[O:75][CH3:76])[CH2:70][CH3:71])=[O:8].